Predict the reactants needed to synthesize the given product. From a dataset of Full USPTO retrosynthesis dataset with 1.9M reactions from patents (1976-2016). (1) Given the product [I:13][C:7]1[CH:6]=[C:5]([CH:3]2[CH2:2][N:1]([CH:16]3[CH2:17][O:14][CH2:15]3)[CH2:4]2)[N:9]([CH:10]([CH3:11])[CH3:12])[N:8]=1, predict the reactants needed to synthesize it. The reactants are: [NH:1]1[CH2:4][CH:3]([C:5]2[N:9]([CH:10]([CH3:12])[CH3:11])[N:8]=[C:7]([I:13])[CH:6]=2)[CH2:2]1.[O:14]1[CH2:17][C:16](=O)[CH2:15]1.C([BH3-])#N.[Na+]. (2) Given the product [CH3:8][C:2]1[CH:3]=[C:4]([CH:5]=[CH:6][N:1]=1)[C:7]([OH:10])=[O:15], predict the reactants needed to synthesize it. The reactants are: [N:1]1[CH:6]=[CH:5][C:4]([CH3:7])=[CH:3][C:2]=1[CH3:8].[Mn]([O-])(=O)(=O)=[O:10].[K+].[OH2:15]. (3) The reactants are: F[C:2]1[CH:9]=[CH:8][C:5]([C:6]#[N:7])=[CH:4][C:3]=1[C:10]([F:13])([F:12])[F:11].[CH3:14][C@H:15]([OH:18])[CH2:16][CH3:17].[H-].[Na+]. Given the product [F:11][C:10]([F:13])([F:12])[C:3]1[CH:4]=[C:5]([CH:8]=[CH:9][C:2]=1[O:18][C@H:15]([CH2:16][CH3:17])[CH3:14])[C:6]#[N:7], predict the reactants needed to synthesize it. (4) Given the product [CH3:38][C:37]1[CH:36]=[CH:35][S:34][C:33]=1[CH2:32][N:7]1[C:6]2[CH:8]=[C:9]([C:11]3[CH:16]=[CH:15][CH:14]=[CH:13][CH:12]=3)[S:10][C:5]=2[C:4](=[O:17])[N:3]([CH:18]2[CH2:23][CH2:22][N:21]([C:24]([O:26][C:27]([CH3:30])([CH3:29])[CH3:28])=[O:25])[CH2:20][CH2:19]2)[C:2]1=[O:1], predict the reactants needed to synthesize it. The reactants are: [O:1]=[C:2]1[NH:7][C:6]2[CH:8]=[C:9]([C:11]3[CH:16]=[CH:15][CH:14]=[CH:13][CH:12]=3)[S:10][C:5]=2[C:4](=[O:17])[N:3]1[CH:18]1[CH2:23][CH2:22][N:21]([C:24]([O:26][C:27]([CH3:30])([CH3:29])[CH3:28])=[O:25])[CH2:20][CH2:19]1.Cl[CH2:32][C:33]1[S:34][CH:35]=[CH:36][C:37]=1[CH3:38].C(=O)([O-])[O-].[K+].[K+]. (5) Given the product [C:35]([O:39][C:40](=[O:49])[NH:41][CH2:42][CH:43]1[O:48][CH2:47][CH2:46][N:45]([C:19]2[S:20][C:16](=[CH:15][C:11]3[CH:10]=[C:9]4[C:14](=[CH:13][CH:12]=3)[N:6]([CH2:5][C:4]3[CH:25]=[CH:26][C:27]([C:29]([F:31])([F:32])[F:30])=[CH:28][C:3]=3[C:2]([F:1])([F:34])[F:33])[N:7]=[CH:8]4)[C:17](=[O:24])[N:18]=2)[CH2:44]1)([CH3:38])([CH3:36])[CH3:37], predict the reactants needed to synthesize it. The reactants are: [F:1][C:2]([F:34])([F:33])[C:3]1[CH:28]=[C:27]([C:29]([F:32])([F:31])[F:30])[CH:26]=[CH:25][C:4]=1[CH2:5][N:6]1[C:14]2[C:9](=[CH:10][C:11]([CH:15]=[C:16]3[S:20][C:19](SCC)=[N:18][C:17]3=[O:24])=[CH:12][CH:13]=2)[CH:8]=[N:7]1.[C:35]([O:39][C:40](=[O:49])[NH:41][CH2:42][CH:43]1[O:48][CH2:47][CH2:46][NH:45][CH2:44]1)([CH3:38])([CH3:37])[CH3:36]. (6) Given the product [Br:1][C:2]1[CH:3]=[CH:4][C:5]([C@@H:8]([N:10]([CH2:18][CH2:19][CH2:20][C:21]([NH:28][S:29]([C:31]([CH3:33])([CH3:32])[CH3:34])=[O:30])([C:22]2[CH:23]=[CH:24][CH:25]=[CH:26][CH:27]=2)[CH2:37][CH:36]=[CH2:35])[C:11](=[O:17])[O:12][C:13]([CH3:15])([CH3:14])[CH3:16])[CH3:9])=[CH:6][CH:7]=1, predict the reactants needed to synthesize it. The reactants are: [Br:1][C:2]1[CH:7]=[CH:6][C:5]([C@@H:8]([N:10]([CH2:18][CH2:19][CH2:20][C:21](=[N:28][S:29]([C:31]([CH3:34])([CH3:33])[CH3:32])=[O:30])[C:22]2[CH:27]=[CH:26][CH:25]=[CH:24][CH:23]=2)[C:11](=[O:17])[O:12][C:13]([CH3:16])([CH3:15])[CH3:14])[CH3:9])=[CH:4][CH:3]=1.[CH2:35]([Mg]Br)[CH:36]=[CH2:37]. (7) Given the product [CH:1]1([CH2:4][O:5][C:6](=[O:26])[CH:7]([C:12]2[CH:17]=[CH:16][C:15]([NH2:18])=[C:14]([O:21][CH2:22][CH:23]3[CH2:25][CH2:24]3)[CH:13]=2)[CH2:8][CH:9]([CH3:11])[CH3:10])[CH2:3][CH2:2]1, predict the reactants needed to synthesize it. The reactants are: [CH:1]1([CH2:4][O:5][C:6](=[O:26])[CH:7]([C:12]2[CH:17]=[CH:16][C:15]([N+:18]([O-])=O)=[C:14]([O:21][CH2:22][CH:23]3[CH2:25][CH2:24]3)[CH:13]=2)[CH2:8][CH:9]([CH3:11])[CH3:10])[CH2:3][CH2:2]1.